Dataset: Full USPTO retrosynthesis dataset with 1.9M reactions from patents (1976-2016). Task: Predict the reactants needed to synthesize the given product. (1) Given the product [CH3:1][O:2][C:3]1[CH:26]=[CH:25][C:6]([CH2:7][N:8]2[C:16]3[C:11](=[CH:12][C:13](/[CH:17]=[C:18]4/[C:19](=[O:24])[N:20]([CH2:33][CH2:34][N:35]5[CH2:39][CH2:38][CH2:37][CH2:36]5)[C:21](=[O:23])[S:22]/4)=[CH:14][CH:15]=3)[CH:10]=[N:9]2)=[C:5]([C:27]([F:30])([F:29])[F:28])[CH:4]=1, predict the reactants needed to synthesize it. The reactants are: [CH3:1][O:2][C:3]1[CH:26]=[CH:25][C:6]([CH2:7][N:8]2[C:16]3[C:11](=[CH:12][C:13](/[CH:17]=[C:18]4/[C:19](=[O:24])[NH:20][C:21](=[O:23])[S:22]/4)=[CH:14][CH:15]=3)[CH:10]=[N:9]2)=[C:5]([C:27]([F:30])([F:29])[F:28])[CH:4]=1.Cl.Cl[CH2:33][CH2:34][N:35]1[CH2:39][CH2:38][CH2:37][CH2:36]1. (2) Given the product [OH:10][CH2:9][C:8]1[CH:13]=[CH:14][CH:15]=[CH:16][C:7]=1[N:2]([CH3:1])[S:3]([CH3:6])(=[O:5])=[O:4], predict the reactants needed to synthesize it. The reactants are: [CH3:1][N:2]([C:7]1[CH:16]=[CH:15][CH:14]=[CH:13][C:8]=1[C:9](OC)=[O:10])[S:3]([CH3:6])(=[O:5])=[O:4].CC(C[AlH]CC(C)C)C.C1(C)C=CC=CC=1.